From a dataset of Catalyst prediction with 721,799 reactions and 888 catalyst types from USPTO. Predict which catalyst facilitates the given reaction. (1) Product: [C:9]1(=[O:12])[C:10]2[C:5](=[CH:4][CH:3]=[CH:2][CH:11]=2)[CH2:6][CH2:7][CH2:8]1.[Br:18][C:8]1[C:7]([CH2:13][CH2:14][CH3:15])=[CH:6][C:5]2[C:10](=[CH:11][C:2]([F:1])=[C:3]([O:16][CH3:17])[CH:4]=2)[C:9]=1[OH:12]. The catalyst class is: 23. Reactant: [F:1][C:2]1[CH:11]=[C:10]2[C:5]([CH2:6][CH:7]([CH2:13][CH2:14][CH3:15])[CH2:8][C:9]2=[O:12])=[CH:4][C:3]=1[O:16][CH3:17].[Br:18]Br.C1CCN2C(=NCCC2)CC1. (2) Reactant: [CH3:1][O:2][C:3]1[CH:8]=[CH:7][C:6]([C:9]2[O:10][C:11]3[CH:19]=[CH:18][C:17]([NH:20]C(=O)C)=[CH:16][C:12]=3[C:13](=[O:15])[CH:14]=2)=[CH:5][CH:4]=1.OS(O)(=O)=O.[OH-].[Na+]. Product: [CH3:1][O:2][C:3]1[CH:8]=[CH:7][C:6]([C:9]2[O:10][C:11]3[CH:19]=[CH:18][C:17]([NH2:20])=[CH:16][C:12]=3[C:13](=[O:15])[CH:14]=2)=[CH:5][CH:4]=1. The catalyst class is: 8. (3) Reactant: Br[CH2:2][C:3]1[N:7]([CH3:8])[N:6]([C:9]2[CH:14]=[CH:13][C:12]([F:15])=[CH:11][CH:10]=2)[C:5](=[O:16])[C:4]=1[C:17]([O:19][CH2:20][CH3:21])=[O:18].[NH:22]1[CH:26]=[CH:25][CH:24]=[N:23]1.[OH-].[K+].CCOC(C)=O. Product: [N:22]1([CH2:2][C:3]2[N:7]([CH3:8])[N:6]([C:9]3[CH:14]=[CH:13][C:12]([F:15])=[CH:11][CH:10]=3)[C:5](=[O:16])[C:4]=2[C:17]([O:19][CH2:20][CH3:21])=[O:18])[CH:26]=[CH:25][CH:24]=[N:23]1. The catalyst class is: 20. (4) Reactant: [NH2:1][C:2]1[CH:7]=[CH:6][C:5]([C:8]2[N:9]=[CH:10][C:11]3[N:12]([N:14]=[C:15]([NH2:17])[N:16]=3)[CH:13]=2)=[CH:4][CH:3]=1.C(=O)([O-])[O-].[K+].[K+].[C:24]1([CH2:30][C:31](O)=[O:32])[CH:29]=[CH:28][CH:27]=[CH:26][CH:25]=1.CN(C(ON1N=NC2C=CC=NC1=2)=[N+](C)C)C.F[P-](F)(F)(F)(F)F. Product: [NH2:17][C:15]1[N:16]=[C:11]2[CH:10]=[N:9][C:8]([C:5]3[CH:6]=[CH:7][C:2]([NH:1][C:31](=[O:32])[CH2:30][C:24]4[CH:29]=[CH:28][CH:27]=[CH:26][CH:25]=4)=[CH:3][CH:4]=3)=[CH:13][N:12]2[N:14]=1. The catalyst class is: 18. (5) Reactant: [CH:1]1([C:4]2[N:8]([C:9]3[N:14]=[CH:13][C:12]([NH:15][C:16](=[O:24])[CH2:17][C:18]4[CH:23]=[CH:22][N:21]=[CH:20][CH:19]=4)=[CH:11][CH:10]=3)[N:7]=[C:6]([C:25]([F:28])([F:27])[F:26])[CH:5]=2)[CH2:3][CH2:2]1.[ClH:29]. Product: [ClH:29].[CH:1]1([C:4]2[N:8]([C:9]3[N:14]=[CH:13][C:12]([NH:15][C:16](=[O:24])[CH2:17][C:18]4[CH:23]=[CH:22][N:21]=[CH:20][CH:19]=4)=[CH:11][CH:10]=3)[N:7]=[C:6]([C:25]([F:28])([F:26])[F:27])[CH:5]=2)[CH2:3][CH2:2]1. The catalyst class is: 165. (6) Reactant: [C:1]([C:4]1[C:5](=[O:19])[O:6][C:7]2[CH:13]=[C:12]([N:14]([CH2:16][CH2:17][OH:18])[CH3:15])[CH:11]=[CH:10][C:8]=2[CH:9]=1)(=O)[CH3:2].[C:20](#[N:24])[CH2:21][C:22]#[N:23]. Product: [OH:18][CH2:17][CH2:16][N:14]([CH3:15])[C:12]1[CH:11]=[CH:10][C:8]2[CH:9]=[C:4]([C:1](=[C:21]([C:20]#[N:24])[C:22]#[N:23])[CH3:2])[C:5](=[O:19])[O:6][C:7]=2[CH:13]=1. The catalyst class is: 17. (7) Reactant: [H-].[Na+].[NH:3]1[CH:7]=[CH:6][N:5]=[CH:4]1.Cl[CH2:9][O:10][CH2:11][CH2:12][Si:13]([CH3:16])([CH3:15])[CH3:14]. Product: [CH3:14][Si:13]([CH3:16])([CH3:15])[CH2:12][CH2:11][O:10][CH2:9][N:3]1[CH:7]=[CH:6][N:5]=[CH:4]1. The catalyst class is: 9. (8) Reactant: [F:1][C:2]([F:24])([F:23])[C:3]1[CH:8]=[CH:7][C:6]([C:9]2[N:14]=[CH:13][C:12]([C:15](=[O:22])[CH2:16][CH2:17][CH2:18][CH2:19][CH2:20][CH3:21])=[CH:11][N:10]=2)=[CH:5][CH:4]=1.[BH4-].[Na+]. Product: [F:24][C:2]([F:1])([F:23])[C:3]1[CH:4]=[CH:5][C:6]([C:9]2[N:10]=[CH:11][C:12]([CH:15]([OH:22])[CH2:16][CH2:17][CH2:18][CH2:19][CH2:20][CH3:21])=[CH:13][N:14]=2)=[CH:7][CH:8]=1. The catalyst class is: 8. (9) Reactant: [C:1]([O:5][C:6]([N:8]1[CH2:13][CH2:12][NH:11][CH2:10][CH:9]1C(OC(C)(C)C)=O)=[O:7])([CH3:4])(C)C.C(N([CH2:26][CH3:27])CC)C.[F:28][C:29]1[CH:34]=[CH:33][CH:32]=[C:31]([F:35])[C:30]=1[S:36](Cl)(=[O:38])=[O:37]. Product: [F:28][C:29]1[CH:34]=[CH:33][CH:32]=[C:31]([F:35])[C:30]=1[S:36]([N:11]1[CH2:10][CH2:9][N:8]([C:6]([O:5][CH2:1][CH2:4][CH2:26][CH3:27])=[O:7])[CH2:13][CH2:12]1)(=[O:38])=[O:37]. The catalyst class is: 4. (10) Reactant: [CH:1]([C:4]1[CH:9]=[CH:8][CH:7]=[CH:6][C:5]=1[OH:10])([CH3:3])[CH3:2].Cl[S:12]([N:15]=C=O)(=[O:14])=[O:13].C(O)=O.CC#N. Product: [S:12](=[O:14])(=[O:13])([O:10][C:5]1[CH:6]=[CH:7][CH:8]=[CH:9][C:4]=1[CH:1]([CH3:3])[CH3:2])[NH2:15]. The catalyst class is: 44.